Dataset: Full USPTO retrosynthesis dataset with 1.9M reactions from patents (1976-2016). Task: Predict the reactants needed to synthesize the given product. Given the product [Si:19]([O:18][CH:17]1[CH2:16][N:15]([CH3:13])[C:27](=[O:28])[C:26]1([C:31]#[CH:32])[OH:33])([C:22]([CH3:25])([CH3:24])[CH3:23])([CH3:21])[CH3:20], predict the reactants needed to synthesize it. The reactants are: FC(F)(F)C(O)=O.C(O[C:13]([N:15](C)[CH2:16][CH:17]([C:26]([OH:33])([C:31]#[CH:32])[C:27](OC)=[O:28])[O:18][Si:19]([C:22]([CH3:25])([CH3:24])[CH3:23])([CH3:21])[CH3:20])=O)(C)(C)C.C(N(CC)CC)C.